This data is from Full USPTO retrosynthesis dataset with 1.9M reactions from patents (1976-2016). The task is: Predict the reactants needed to synthesize the given product. (1) The reactants are: [CH:1]1([N:7]([C:21]([N:23]([CH2:26][CH3:27])[CH2:24][CH3:25])=[O:22])[CH:8]2[CH2:13][CH2:12][N:11](C(OC(C)(C)C)=O)[CH2:10][CH2:9]2)[CH2:6][CH2:5][CH2:4][CH2:3][CH2:2]1.C(NC(=O)NCC)C. Given the product [CH:1]1([N:7]([CH:8]2[CH2:9][CH2:10][NH:11][CH2:12][CH2:13]2)[C:21]([N:23]([CH2:26][CH3:27])[CH2:24][CH3:25])=[O:22])[CH2:2][CH2:3][CH2:4][CH2:5][CH2:6]1, predict the reactants needed to synthesize it. (2) Given the product [Cl:1][C:2]1[CH:7]=[CH:6][C:5]([C@H:8]2[C@H:13]([OH:14])[C@@H:12]([OH:15])[C@H:11]([OH:16])[C@@H:10]([CH2:17][I:53])[O:9]2)=[CH:4][C:3]=1[CH2:19][C:20]1[CH:25]=[CH:24][C:23]([O:26][CH2:27][CH3:28])=[CH:22][CH:21]=1, predict the reactants needed to synthesize it. The reactants are: [Cl:1][C:2]1[CH:7]=[CH:6][C:5]([C@H:8]2[C@H:13]([OH:14])[C@@H:12]([OH:15])[C@H:11]([OH:16])[C@@H:10]([CH2:17]O)[O:9]2)=[CH:4][C:3]=1[CH2:19][C:20]1[CH:25]=[CH:24][C:23]([O:26][CH2:27][CH3:28])=[CH:22][CH:21]=1.C1C=CC(P(C2C=CC=CC=2)C2C=CC=CC=2)=CC=1.N1C=CN=C1.[I:53]I. (3) Given the product [Cl:15][C:12]1[CH:13]=[CH:14][C:9]([C:8]2[CH2:7][N:2]([CH3:1])[C:3](=[O:4])[NH:17][N:16]=2)=[CH:10][CH:11]=1, predict the reactants needed to synthesize it. The reactants are: [CH3:1][N:2]([CH2:7][C:8](=[N:16][NH2:17])[C:9]1[CH:14]=[CH:13][C:12]([Cl:15])=[CH:11][CH:10]=1)[C:3](OC)=[O:4].CC(C)([O-])C.[K+]. (4) Given the product [CH3:1][O:2][C:3]1[CH:8]=[CH:7][C:6]([C:9](=[O:23])/[C:10](/[S:11]([CH2:14][C:15]2[CH:16]=[CH:17][C:18]([O:21][CH3:22])=[CH:19][CH:20]=2)(=[O:13])=[O:12])=[CH:28]\[C:27]2[C:30]([O:36][CH3:37])=[CH:31][C:32]([O:34][CH3:35])=[CH:33][C:26]=2[O:25][CH3:24])=[CH:5][CH:4]=1, predict the reactants needed to synthesize it. The reactants are: [CH3:1][O:2][C:3]1[CH:8]=[CH:7][C:6]([C:9](=[O:23])[CH2:10][S:11]([CH2:14][C:15]2[CH:20]=[CH:19][C:18]([O:21][CH3:22])=[CH:17][CH:16]=2)(=[O:13])=[O:12])=[CH:5][CH:4]=1.[CH3:24][O:25][C:26]1[CH:33]=[C:32]([O:34][CH3:35])[CH:31]=[C:30]([O:36][CH3:37])[C:27]=1[CH:28]=O.